Dataset: Forward reaction prediction with 1.9M reactions from USPTO patents (1976-2016). Task: Predict the product of the given reaction. (1) Given the reactants [CH3:1][NH:2][C:3]1[C:8]([C:9]2[CH:14]=[CH:13][CH:12]=[C:11]([C:15]([F:18])([F:17])[F:16])[CH:10]=2)=[CH:7][C:6]([CH:19]=O)=[CH:5][CH:4]=1.N1C=CC=CC=1.[C:27](Cl)(=[O:29])[CH3:28].[OH2:31], predict the reaction product. The product is: [CH:19]([C:6]1[CH:5]=[CH:4][C:3]([N:2]([CH3:1])[C:27](=[O:29])[CH3:28])=[C:8]([C:9]2[CH:14]=[CH:13][CH:12]=[C:11]([C:15]([F:16])([F:17])[F:18])[CH:10]=2)[CH:7]=1)=[O:31]. (2) Given the reactants [F:1][C:2]1[C:3]([O:47]C)=[CH:4][C:5]([CH2:42][C:43]([F:46])([F:45])[F:44])=[C:6]([C:8]2[N:13]=[C:12]3[NH:14][N:15]=[C:16]([C:17]4[NH:21][C:20]([CH:22]5[CH2:27][CH2:26][NH:25][CH2:24][CH2:23]5)=[N:19][N:18]=4)[C:11]3=[C:10]([NH:28][CH2:29][C:30]3[CH:35]=[CH:34][CH:33]=[CH:32][C:31]=3[N:36]([CH3:41])[S:37]([CH3:40])(=[O:39])=[O:38])[N:9]=2)[CH:7]=1.[N:49]1([CH2:54][C:55](O)=[O:56])[CH2:53][CH2:52][CH2:51][CH2:50]1.CCN(C(C)C)C(C)C.F[P-](F)(F)(F)(F)F.N1(O[P+](N(C)C)(N(C)C)N(C)C)C2C=CC=CC=2N=N1.B(Br)(Br)Br, predict the reaction product. The product is: [F:1][C:2]1[C:3]([OH:47])=[CH:4][C:5]([CH2:42][C:43]([F:45])([F:46])[F:44])=[C:6]([C:8]2[N:13]=[C:12]3[NH:14][N:15]=[C:16]([C:17]4[NH:21][C:20]([CH:22]5[CH2:23][CH2:24][N:25]([C:55](=[O:56])[CH2:54][N:49]6[CH2:53][CH2:52][CH2:51][CH2:50]6)[CH2:26][CH2:27]5)=[N:19][N:18]=4)[C:11]3=[C:10]([NH:28][CH2:29][C:30]3[CH:35]=[CH:34][CH:33]=[CH:32][C:31]=3[N:36]([CH3:41])[S:37]([CH3:40])(=[O:39])=[O:38])[N:9]=2)[CH:7]=1. (3) Given the reactants C1C2C(=CC=CC=2)C=CC=1.[N+:11]([C:14]1[C:23]2[C:18](=[CH:19][CH:20]=[CH:21][CH:22]=2)[CH:17]=[CH:16][CH:15]=1)([O-:13])=[O:12].[N+:24]([O-])([OH:26])=[O:25].ClC(Cl)C, predict the reaction product. The product is: [N+:24]([C:15]1[CH:16]=[CH:17][C:18]2[C:23](=[CH:22][CH:21]=[CH:20][CH:19]=2)[C:14]=1[N+:11]([O-:13])=[O:12])([O-:26])=[O:25]. (4) Given the reactants [Cl:1][C:2]1[CH:3]=[C:4]2[C:8](=[CH:9][CH:10]=1)[N:7](C(OC(C)(C)C)=O)[C:6]([S:18]([CH2:21][CH2:22][C:23]([N:25]1[CH2:30][CH2:29][CH:28]([C:31]3[N:32]=[C:33]([CH3:36])[NH:34][CH:35]=3)[CH2:27][CH2:26]1)=[O:24])(=[O:20])=[O:19])=[CH:5]2, predict the reaction product. The product is: [ClH:1].[Cl:1][C:2]1[CH:3]=[C:4]2[C:8](=[CH:9][CH:10]=1)[NH:7][C:6]([S:18]([CH2:21][CH2:22][C:23]([N:25]1[CH2:26][CH2:27][CH:28]([C:31]3[N:32]=[C:33]([CH3:36])[NH:34][CH:35]=3)[CH2:29][CH2:30]1)=[O:24])(=[O:20])=[O:19])=[CH:5]2. (5) The product is: [CH2:24]([O:31][C:32]1[CH:33]=[CH:34][C:35]([C@H:38]2[N:41]([C:42]3[CH:47]=[CH:46][C:45]([F:48])=[CH:44][CH:43]=3)[C:40](=[O:49])[C@@H:39]2[CH2:50][CH2:51][C@@H:52]([C:54]2[CH:59]=[CH:58][C:57]([F:60])=[CH:56][CH:55]=2)[OH:53])=[CH:36][CH:37]=1)[C:25]1[CH:26]=[CH:27][CH:28]=[CH:29][CH:30]=1. Given the reactants N#N.B1(C)OC(C2C=CC=CC=2)(C2C=CC=CC=2)[C@@H]2N1CCC2.[CH2:24]([O:31][C:32]1[CH:37]=[CH:36][C:35]([C@H:38]2[N:41]([C:42]3[CH:47]=[CH:46][C:45]([F:48])=[CH:44][CH:43]=3)[C:40](=[O:49])[C@@H:39]2[CH2:50][CH2:51][C:52]([C:54]2[CH:59]=[CH:58][C:57]([F:60])=[CH:56][CH:55]=2)=[O:53])=[CH:34][CH:33]=1)[C:25]1[CH:30]=[CH:29][CH:28]=[CH:27][CH:26]=1.Cl, predict the reaction product. (6) Given the reactants Br[C:2]1[CH:7]=[CH:6][C:5]([C:8]([F:11])([F:10])[F:9])=[CH:4][C:3]=1[F:12].CC1(C)C(C)(C)OB([C:21]2[CH:26]=[CH:25][C:24]([NH:27][S:28]([CH3:31])(=[O:30])=[O:29])=[CH:23][CH:22]=2)O1.O, predict the reaction product. The product is: [F:12][C:3]1[CH:4]=[C:5]([C:8]([F:11])([F:10])[F:9])[CH:6]=[CH:7][C:2]=1[C:21]1[CH:22]=[CH:23][C:24]([NH:27][S:28]([CH3:31])(=[O:29])=[O:30])=[CH:25][CH:26]=1.